Dataset: NCI-60 drug combinations with 297,098 pairs across 59 cell lines. Task: Regression. Given two drug SMILES strings and cell line genomic features, predict the synergy score measuring deviation from expected non-interaction effect. (1) Cell line: OVCAR-5. Synergy scores: CSS=23.5, Synergy_ZIP=-6.03, Synergy_Bliss=-1.25, Synergy_Loewe=0.110, Synergy_HSA=0.486. Drug 1: C(CC(=O)O)C(=O)CN.Cl. Drug 2: C1CC(=O)NC(=O)C1N2C(=O)C3=CC=CC=C3C2=O. (2) Drug 1: C1=CC(=CC=C1CC(C(=O)O)N)N(CCCl)CCCl.Cl. Drug 2: CC1=C2C(C(=O)C3(C(CC4C(C3C(C(C2(C)C)(CC1OC(=O)C(C(C5=CC=CC=C5)NC(=O)C6=CC=CC=C6)O)O)OC(=O)C7=CC=CC=C7)(CO4)OC(=O)C)O)C)OC(=O)C. Cell line: HOP-92. Synergy scores: CSS=18.4, Synergy_ZIP=-10.3, Synergy_Bliss=-4.51, Synergy_Loewe=-12.8, Synergy_HSA=-2.22.